The task is: Predict the product of the given reaction.. This data is from Forward reaction prediction with 1.9M reactions from USPTO patents (1976-2016). (1) Given the reactants [F:1][C:2]1[CH:20]=[CH:19][C:5]([CH2:6][O:7][CH2:8][CH2:9][CH2:10][CH2:11][C@@H:12]([N:16]=[N+:17]=[N-:18])[C:13]([OH:15])=[O:14])=[CH:4][C:3]=1[CH3:21].Cl[CH2:23]Cl.CO, predict the reaction product. The product is: [F:1][C:2]1[CH:20]=[CH:19][C:5]([CH2:6][O:7][CH2:8][CH2:9][CH2:10][CH2:11][C@@H:12]([N:16]=[N+:17]=[N-:18])[C:13]([O:15][CH3:23])=[O:14])=[CH:4][C:3]=1[CH3:21]. (2) The product is: [F:32][CH:2]([F:1])[O:3][C:4]1[CH:5]=[C:6]([N:14]([CH2:25][C:26]2[CH:27]=[N:28][CH:29]=[CH:30][CH:31]=2)[C:15]2[CH:16]=[C:17]([CH:21]([OH:24])[CH2:22][NH:23][C:35]([O:37][C:38]([CH3:41])([CH3:40])[CH3:39])=[O:36])[CH:18]=[CH:19][CH:20]=2)[CH:7]=[CH:8][C:9]=1[O:10][CH:11]([F:13])[F:12]. Given the reactants [F:1][CH:2]([F:32])[O:3][C:4]1[CH:5]=[C:6]([N:14]([CH2:25][C:26]2[CH:27]=[N:28][CH:29]=[CH:30][CH:31]=2)[C:15]2[CH:16]=[C:17]([CH:21]([OH:24])[CH2:22][NH2:23])[CH:18]=[CH:19][CH:20]=2)[CH:7]=[CH:8][C:9]=1[O:10][CH:11]([F:13])[F:12].NO.[C:35](O[C:35]([O:37][C:38]([CH3:41])([CH3:40])[CH3:39])=[O:36])([O:37][C:38]([CH3:41])([CH3:40])[CH3:39])=[O:36].C(=O)([O-])[O-].[K+].[K+], predict the reaction product. (3) The product is: [NH2:1][C@H:2]([C:4]1[N:5]([CH:16]2[CH2:18][CH2:17]2)[C:6](=[O:15])[C:7]2[C:12]([CH:13]=1)=[CH:11][CH:10]=[CH:9][C:8]=2[C:23]1[CH:22]=[N:21][N:20]([CH3:19])[CH:24]=1)[CH3:3]. Given the reactants [NH2:1][C@H:2]([C:4]1[N:5]([CH:16]2[CH2:18][CH2:17]2)[C:6](=[O:15])[C:7]2[C:12]([CH:13]=1)=[CH:11][CH:10]=[CH:9][C:8]=2Cl)[CH3:3].[CH3:19][N:20]1[CH:24]=[C:23](B2OC(C)(C)C(C)(C)O2)[CH:22]=[N:21]1.C([O-])([O-])=O.[Na+].[Na+], predict the reaction product. (4) Given the reactants [CH2:1]([CH:4]([C:8]1[CH:28]=[CH:27][C:11]([O:12][CH2:13][C:14]2[CH:19]=[CH:18][C:17]([C:20]3[CH:21]=[C:22]([CH2:25]Cl)[S:23][CH:24]=3)=[CH:16][CH:15]=2)=[CH:10][CH:9]=1)[CH2:5][CH2:6][CH3:7])[CH2:2][CH3:3].[CH3:29][O:30][C:31](=[O:39])[C:32]1[CH:37]=[C:36]([OH:38])[CH:35]=[N:34][CH:33]=1.C(=O)([O-])[O-].[Cs+].[Cs+].[I-].[K+], predict the reaction product. The product is: [CH3:29][O:30][C:31](=[O:39])[C:32]1[CH:37]=[C:36]([O:38][CH2:25][C:22]2[S:23][CH:24]=[C:20]([C:17]3[CH:18]=[CH:19][C:14]([CH2:13][O:12][C:11]4[CH:27]=[CH:28][C:8]([CH:4]([CH2:5][CH2:6][CH3:7])[CH2:1][CH2:2][CH3:3])=[CH:9][CH:10]=4)=[CH:15][CH:16]=3)[CH:21]=2)[CH:35]=[N:34][CH:33]=1. (5) Given the reactants C([O:8][C:9]1[CH:14]=[CH:13][C:12]([C:15]2[CH:20]=[C:19]([C:21]#[C:22][CH2:23][CH2:24][OH:25])[CH:18]=[C:17]([C:26]#[C:27][CH2:28][CH2:29][OH:30])[CH:16]=2)=[CH:11][CH:10]=1)C1C=CC=CC=1, predict the reaction product. The product is: [OH:25][CH2:24][CH2:23][CH2:22][CH2:21][C:19]1[CH:20]=[C:15]([C:12]2[CH:13]=[CH:14][C:9]([OH:8])=[CH:10][CH:11]=2)[CH:16]=[C:17]([CH2:26][CH2:27][CH2:28][CH2:29][OH:30])[CH:18]=1. (6) Given the reactants [CH2:1]([O:3][C:4](=[O:19])[CH:5]([O:16][CH2:17][CH3:18])[CH2:6][C:7]1[CH:12]=[C:11]([CH3:13])[C:10]([OH:14])=[C:9]([CH3:15])[CH:8]=1)[CH3:2].[C:20]([C:24]1[CH:29]=[CH:28][C:27]([C:30]2[S:31][C:32]([CH3:38])=[C:33]([CH2:35][CH2:36]O)[N:34]=2)=[CH:26][CH:25]=1)([CH3:23])([CH3:22])[CH3:21].C1(P(C2C=CC=CC=2)C2C=CC=CC=2)C=CC=CC=1.N(C(OCC)=O)=NC(OCC)=O, predict the reaction product. The product is: [CH2:1]([O:3][C:4](=[O:19])[CH:5]([O:16][CH2:17][CH3:18])[CH2:6][C:7]1[CH:8]=[C:9]([CH3:15])[C:10]([O:14][CH2:36][CH2:35][C:33]2[N:34]=[C:30]([C:27]3[CH:26]=[CH:25][C:24]([C:20]([CH3:21])([CH3:23])[CH3:22])=[CH:29][CH:28]=3)[S:31][C:32]=2[CH3:38])=[C:11]([CH3:13])[CH:12]=1)[CH3:2]. (7) Given the reactants [F:1][C:2]1[CH:10]=[C:9]2[C:5]([C:6]([C:12]3[N:13]=[C:14]4[C:20]([C:21]([OH:23])=O)=[CH:19][NH:18][C:15]4=[N:16][CH:17]=3)=[N:7][N:8]2[CH3:11])=[CH:4][CH:3]=1.CCN=C=NCCCN(C)C.[NH2:35][C:36]([CH3:49])([CH3:48])[CH2:37][CH2:38][CH2:39][NH:40][C:41](=[O:47])[O:42][C:43]([CH3:46])([CH3:45])[CH3:44].O, predict the reaction product. The product is: [F:1][C:2]1[CH:10]=[C:9]2[C:5]([C:6]([C:12]3[N:13]=[C:14]4[C:20]([C:21]([NH:35][C:36]([CH3:49])([CH3:48])[CH2:37][CH2:38][CH2:39][NH:40][C:41](=[O:47])[O:42][C:43]([CH3:45])([CH3:44])[CH3:46])=[O:23])=[CH:19][NH:18][C:15]4=[N:16][CH:17]=3)=[N:7][N:8]2[CH3:11])=[CH:4][CH:3]=1. (8) The product is: [CH3:16][C:15]([OH:17])([CH3:18])[CH2:14][NH:13][CH2:9][CH2:8][CH2:7][S:5]([CH2:4][CH2:3][C:2]([F:12])([F:11])[F:1])=[O:6]. Given the reactants [F:1][C:2]([F:12])([F:11])[CH2:3][CH2:4][S:5]([CH2:7][CH2:8][CH2:9]Cl)=[O:6].[NH2:13][CH2:14][C:15]([CH3:18])([OH:17])[CH3:16], predict the reaction product. (9) Given the reactants Cl[C:2]1[C:3]([C:10]2[C:11]([NH2:16])=[N:12][CH:13]=[CH:14][CH:15]=2)=[CH:4][C:5]([S:8][CH3:9])=[N:6][CH:7]=1.CC(C)([O-])C.[K+], predict the reaction product. The product is: [CH3:9][S:8][C:5]1[CH:4]=[C:3]2[C:10]3[C:11](=[N:12][CH:13]=[CH:14][CH:15]=3)[NH:16][C:2]2=[CH:7][N:6]=1.